Dataset: Forward reaction prediction with 1.9M reactions from USPTO patents (1976-2016). Task: Predict the product of the given reaction. (1) The product is: [Cl:1][C:2]1[CH:7]=[CH:6][C:5]([S:8]([N:11]([CH2:12][C:13]2[CH:18]=[CH:17][C:16]([C:19]#[N:20])=[CH:15][CH:14]=2)[CH2:27][C:26]2[CH:29]=[CH:30][C:23]([O:22][CH3:21])=[CH:24][CH:25]=2)(=[O:9])=[O:10])=[CH:4][CH:3]=1. Given the reactants [Cl:1][C:2]1[CH:7]=[CH:6][C:5]([S:8]([NH:11][CH2:12][C:13]2[CH:18]=[CH:17][C:16]([C:19]#[N:20])=[CH:15][CH:14]=2)(=[O:10])=[O:9])=[CH:4][CH:3]=1.[CH3:21][O:22][C:23]1[CH:30]=[CH:29][C:26]([CH2:27]Br)=[CH:25][CH:24]=1, predict the reaction product. (2) The product is: [Cl:1][C:2]1[CH:10]=[CH:9][C:5]([N:30]=[C:33]=[O:18])=[CH:4][N:3]=1. Given the reactants [Cl:1][C:2]1[CH:10]=[CH:9][C:5](C(O)=O)=[CH:4][N:3]=1.C1(P(N=[N+]=[N-])(C2C=CC=CC=2)=[O:18])C=CC=CC=1.C([N:30]([CH2:33]C)CC)C, predict the reaction product. (3) Given the reactants [Br:1][C:2]1[CH:7]=[CH:6][C:5]([CH:8]([NH:42][C:43]2[CH:48]=[CH:47][C:46]([F:49])=[CH:45][CH:44]=2)[CH:9]([CH2:24][CH2:25][CH:26]([O:34][Si:35]([C:38]([CH3:41])([CH3:40])[CH3:39])([CH3:37])[CH3:36])[C:27]2[CH:32]=[CH:31][C:30]([F:33])=[CH:29][CH:28]=2)[C:10](N2C(C3C=CC=CC=3)COC2=O)=[O:11])=[CH:4][CH:3]=1.C[Si](C([Si](C)(C)C)C(N)=O)(C)C.O.O.O.[F-].C([NH+](CCCC)CCCC)CCC.C(O)(=O)C, predict the reaction product. The product is: [Br:1][C:2]1[CH:7]=[CH:6][C:5]([CH:8]2[N:42]([C:43]3[CH:48]=[CH:47][C:46]([F:49])=[CH:45][CH:44]=3)[C:10](=[O:11])[CH:9]2[CH2:24][CH2:25][CH:26]([O:34][Si:35]([C:38]([CH3:40])([CH3:41])[CH3:39])([CH3:37])[CH3:36])[C:27]2[CH:32]=[CH:31][C:30]([F:33])=[CH:29][CH:28]=2)=[CH:4][CH:3]=1. (4) Given the reactants [O:1]1[CH2:6][CH2:5][CH:4]([C:7]([OH:9])=O)[CH2:3][CH2:2]1.C1N=CN(C(N2C=NC=C2)=O)C=1.Cl.[CH3:23][NH:24][O:25][CH3:26], predict the reaction product. The product is: [CH3:26][O:25][N:24]([CH3:23])[C:7]([CH:4]1[CH2:3][CH2:2][O:1][CH2:6][CH2:5]1)=[O:9].